Dataset: Full USPTO retrosynthesis dataset with 1.9M reactions from patents (1976-2016). Task: Predict the reactants needed to synthesize the given product. (1) Given the product [C:1]([C:5]1[CH:10]=[CH:9][C:8]([CH2:11][CH2:12][N:13]([CH3:15])[CH3:14])=[C:7]([OH:16])[CH:6]=1)([CH3:4])([CH3:2])[CH3:3], predict the reactants needed to synthesize it. The reactants are: [C:1]([C:5]1[CH:10]=[CH:9][C:8]([CH2:11][CH2:12][N:13]([CH3:15])[CH3:14])=[C:7]([O:16]C)[CH:6]=1)([CH3:4])([CH3:3])[CH3:2].Br. (2) Given the product [CH:8]([CH:7]1[NH:11][C:12](=[O:71])[C@@H:13]([CH2:14][S:15][C:16]([C:17]2[CH:18]=[CH:19][CH:20]=[CH:21][CH:22]=2)([C:23]2[CH:24]=[CH:25][CH:26]=[CH:27][CH:28]=2)[C:29]2[CH:34]=[CH:33][CH:32]=[CH:31][CH:30]=2)[NH:35][C:36](=[O:37])[C:38]2([CH2:39][CH2:40]2)[NH:41][C:42](=[O:70])[CH2:43][C@@H:44](/[CH:45]=[CH:46]/[CH2:47][CH2:48][S:49][C:50]([C:51]2[CH:52]=[CH:53][CH:54]=[CH:55][CH:56]=2)([C:63]2[CH:68]=[CH:67][CH:66]=[CH:65][CH:64]=2)[C:57]2[CH:62]=[CH:61][CH:60]=[CH:59][CH:58]=2)[O:75][C:3](=[O:2])[CH2:4][NH:5][C:6]1=[O:72])([CH3:10])[CH3:9], predict the reactants needed to synthesize it. The reactants are: C[O:2][C:3](=O)[CH2:4][NH:5][C:6](=[O:72])[CH:7]([NH:11][C:12](=[O:71])[C@H:13]([NH:35][C:36]([C:38]1([NH:41][C:42](=[O:70])[CH2:43][C@H:44](O)/[CH:45]=[CH:46]/[CH2:47][CH2:48][S:49][C:50]([C:63]2[CH:68]=[CH:67][CH:66]=[CH:65][CH:64]=2)([C:57]2[CH:62]=[CH:61][CH:60]=[CH:59][CH:58]=2)[C:51]2[CH:56]=[CH:55][CH:54]=[CH:53][CH:52]=2)[CH2:40][CH2:39]1)=[O:37])[CH2:14][S:15][C:16]([C:29]1[CH:34]=[CH:33][CH:32]=[CH:31][CH:30]=1)([C:23]1[CH:28]=[CH:27][CH:26]=[CH:25][CH:24]=1)[C:17]1[CH:22]=[CH:21][CH:20]=[CH:19][CH:18]=1)[CH:8]([CH3:10])[CH3:9].[Li+].[OH-:75].CC1C=CC=C([N+]([O-])=O)C=1C(OC(C1C([N+]([O-])=O)=CC=CC=1C)=O)=O. (3) Given the product [CH2:1]([O:5][C:6]([C:8]1[N:9]=[C:10]([Cl:32])[C:11]2[C:16]([C:17]=1[OH:18])=[CH:15][CH:14]=[C:13]([O:19][C:20]1[CH:28]=[CH:27][C:23]3[O:24][CH2:25][O:26][C:22]=3[CH:21]=1)[CH:12]=2)=[O:7])[CH2:2][CH2:3][CH3:4], predict the reactants needed to synthesize it. The reactants are: [CH2:1]([O:5][C:6]([C:8]1[NH:9][C:10](=O)[C:11]2[C:16]([C:17]=1[OH:18])=[CH:15][CH:14]=[C:13]([O:19][C:20]1[CH:28]=[CH:27][C:23]3[O:24][CH2:25][O:26][C:22]=3[CH:21]=1)[CH:12]=2)=[O:7])[CH2:2][CH2:3][CH3:4].O=P(Cl)(Cl)[Cl:32]. (4) Given the product [F:17][C:18]1[CH:28]=[CH:27][CH:26]=[CH:25][C:19]=1[CH:20]=[CH:21][C:22]([NH:16][C@H:14]([C:10]1[CH:11]=[CH:12][CH:13]=[C:8]([N:2]2[CH2:7][CH2:6][O:5][CH2:4][CH2:3]2)[CH:9]=1)[CH3:15])=[O:23], predict the reactants needed to synthesize it. The reactants are: Cl.[N:2]1([C:8]2[CH:9]=[C:10]([C@@H:14]([NH2:16])[CH3:15])[CH:11]=[CH:12][CH:13]=2)[CH2:7][CH2:6][O:5][CH2:4][CH2:3]1.[F:17][C:18]1[CH:28]=[CH:27][CH:26]=[CH:25][C:19]=1[CH:20]=[CH:21][C:22](O)=[O:23].C(Cl)CCl.C(N(CC)CC)C. (5) Given the product [Br:24][C:25]1[CH:30]=[CH:29][C:28]([C:31]([F:33])([F:32])[F:34])=[CH:27][C:26]=1[S:35]([N:6]1[CH2:5][CH2:4][N:3]([C:8]([O:10][C:11]([CH3:13])([CH3:12])[CH3:14])=[O:9])[C@@H:2]([CH3:1])[CH2:7]1)(=[O:37])=[O:36], predict the reactants needed to synthesize it. The reactants are: [CH3:1][C@H:2]1[CH2:7][NH:6][CH2:5][CH2:4][N:3]1[C:8]([O:10][C:11]([CH3:14])([CH3:13])[CH3:12])=[O:9].CCN(C(C)C)C(C)C.[Br:24][C:25]1[CH:30]=[CH:29][C:28]([C:31]([F:34])([F:33])[F:32])=[CH:27][C:26]=1[S:35](Cl)(=[O:37])=[O:36]. (6) Given the product [Cl:3][C:4]1[N:5]=[CH:6][C:7]2[CH:12]=[CH:11][N:10]([CH3:13])[C:8]=2[N:9]=1, predict the reactants needed to synthesize it. The reactants are: [H-].[Na+].[Cl:3][C:4]1[N:5]=[CH:6][C:7]2[CH:12]=[CH:11][NH:10][C:8]=2[N:9]=1.[CH3:13]I. (7) The reactants are: C([CH2:4][O:5][C:6]1[CH:26]=[CH:25][CH:24]=[C:23]([OH:27])[C:7]=1[C:8](=O)[CH:9]=[CH:10][CH:11]1[CH:16]=[CH:15][C:14]([O:17][CH2:18][CH2:19][CH2:20][OH:21])=[CH:13][CH2:12]1)(O)=O.C([O-])(=O)C.[Na+].C(OC(=O)C)(=O)C.O. Given the product [OH:27][C:23]1[C:7]2[C:8]([CH2:9][CH2:10][C:11]3[CH:12]=[CH:13][C:14]([O:17][CH2:18][CH2:19][CH2:20][OH:21])=[CH:15][CH:16]=3)=[CH:4][O:5][C:6]=2[CH:26]=[CH:25][CH:24]=1, predict the reactants needed to synthesize it. (8) Given the product [Si:1]([O:8][C:9]1[C:10]([F:20])=[C:11]([C:16]([CH2:17][CH3:18])=[CH:25][C:26]([O:28][CH3:29])=[O:27])[CH:12]=[C:13]([F:15])[CH:14]=1)([C:4]([CH3:7])([CH3:6])[CH3:5])([CH3:3])[CH3:2], predict the reactants needed to synthesize it. The reactants are: [Si:1]([O:8][C:9]1[C:10]([F:20])=[C:11]([C:16](=O)[CH2:17][CH3:18])[CH:12]=[C:13]([F:15])[CH:14]=1)([C:4]([CH3:7])([CH3:6])[CH3:5])([CH3:3])[CH3:2].C[Si]([CH2:25][C:26]([O:28][CH3:29])=[O:27])(C)C. (9) Given the product [Cl:1][C:2]1[N:3]=[C:4]([C:11]2[CH:16]=[CH:15][CH:14]=[CH:13][CH:12]=2)[CH:5]=[C:6]2[C:10]([C:27]3[CH2:28][CH2:29][N:24]([C:17]([O:19][C:20]([CH3:23])([CH3:22])[CH3:21])=[O:18])[CH2:25][CH:26]=3)=[CH:9][NH:8][C:7]=12, predict the reactants needed to synthesize it. The reactants are: [Cl:1][C:2]1[N:3]=[C:4]([C:11]2[CH:16]=[CH:15][CH:14]=[CH:13][CH:12]=2)[CH:5]=[C:6]2[CH:10]=[CH:9][NH:8][C:7]=12.[C:17]([N:24]1[CH2:29][CH2:28][CH2:27][CH2:26][C:25]1=O)([O:19][C:20]([CH3:23])([CH3:22])[CH3:21])=[O:18].C[O-].[Na+].O.